From a dataset of Reaction yield outcomes from USPTO patents with 853,638 reactions. Predict the reaction yield, written as a fraction of the theoretical maximum amount of product (1.0 means a 100% yield; for example, 0.34 means a 34% yield). (1) The reactants are C([O:8][CH:9]1[CH2:12][CH:11]([O:13][C:14]2[CH:19]=[CH:18][N:17]=[C:16]([Cl:20])[CH:15]=2)[CH2:10]1)C1C=CC=CC=1.B(F)(F)F.S(C)C. The catalyst is C(Cl)Cl. The product is [Cl:20][C:16]1[CH:15]=[C:14]([O:13][CH:11]2[CH2:10][CH:9]([OH:8])[CH2:12]2)[CH:19]=[CH:18][N:17]=1. The yield is 0.920. (2) The yield is 0.770. The product is [CH2:1]([N:3]1[CH:7]=[C:6](/[CH:8]=[CH:9]/[C:10]2[C:11]([O:21][CH2:22][C:23]3[CH:48]=[CH:47][C:26]([O:27][CH2:28][C:29]4[N:30]=[C:31]([C:35]5[CH:40]=[CH:39][C:38]([CH2:41][C:42]([OH:44])=[O:43])=[CH:37][CH:36]=5)[O:32][C:33]=4[CH3:34])=[C:25]([O:49][CH3:50])[CH:24]=3)=[N:12][N:13]([C:15]3[CH:20]=[CH:19][CH:18]=[CH:17][CH:16]=3)[CH:14]=2)[CH:5]=[N:4]1)[CH3:2]. The catalyst is C(O)C. The reactants are [CH2:1]([N:3]1[CH:7]=[C:6](/[CH:8]=[CH:9]/[C:10]2[C:11]([O:21][CH2:22][C:23]3[CH:48]=[CH:47][C:26]([O:27][CH2:28][C:29]4[N:30]=[C:31]([C:35]5[CH:40]=[CH:39][C:38]([CH2:41][C:42]([O:44]CC)=[O:43])=[CH:37][CH:36]=5)[O:32][C:33]=4[CH3:34])=[C:25]([O:49][CH3:50])[CH:24]=3)=[N:12][N:13]([C:15]3[CH:20]=[CH:19][CH:18]=[CH:17][CH:16]=3)[CH:14]=2)[CH:5]=[N:4]1)[CH3:2].[OH-].[Na+].O1CCCC1.Cl. (3) The reactants are Cl[C:2]1[CH:12]=[CH:11][C:5]([C:6]([O:8]CC)=[O:7])=[CH:4][N:3]=1.[O:13]1[CH2:18][CH2:17][CH:16]([CH2:19][OH:20])[CH2:15][CH2:14]1. No catalyst specified. The product is [O:13]1[CH2:18][CH2:17][CH:16]([CH2:19][O:20][C:2]2[CH:12]=[CH:11][C:5]([C:6]([OH:8])=[O:7])=[CH:4][N:3]=2)[CH2:15][CH2:14]1. The yield is 0.600. (4) The reactants are [CH3:1][S:2][C:3]1[N:7]([C:8]2[C:17]3[C:12](=[CH:13][CH:14]=[CH:15][CH:16]=3)[C:11]([CH3:18])=[CH:10][CH:9]=2)[CH:6]=[N:5][N:4]=1.[Br:19][C:20]1[CH:25]=[CH:24][CH:23]=[CH:22][C:21]=1[NH:26][C:27](=[O:30])CCl.[C:31](=O)([O-])[O-].[K+].[K+].O. The catalyst is C(N)=O. The product is [Br:19][C:20]1[CH:25]=[CH:24][CH:23]=[CH:22][C:21]=1[NH:26][C:27](=[O:30])[CH2:1][S:2][C:3]1[N:7]([C:8]2[C:17]3[C:12](=[CH:13][CH:14]=[CH:15][CH:16]=3)[C:11]([CH3:18])=[CH:10][CH:9]=2)[C:6]([CH3:31])=[N:5][N:4]=1. The yield is 0.870. (5) The reactants are C1C=CC(P(C2C(C3C(P(C4C=CC=CC=4)C4C=CC=CC=4)=CC=C4C=3C=CC=C4)=C3C(C=CC=C3)=CC=2)C2C=CC=CC=2)=CC=1.[C:47]([O:51][C:52]([N:54]1[CH2:59][CH2:58][N:57]([C:60]2[C:65]([CH:66]3[CH2:68][CH2:67]3)=[C:64](Cl)[N:63]=[CH:62][N:61]=2)[CH2:56][CH2:55]1)=[O:53])([CH3:50])([CH3:49])[CH3:48].[C:70](=[NH:83])([C:77]1[CH:82]=[CH:81][CH:80]=[CH:79][CH:78]=1)[C:71]1[CH:76]=[CH:75][CH:74]=[CH:73][CH:72]=1.C1(C)C=CC=CC=1. The catalyst is CCOC(C)=O.CC([O-])=O.CC([O-])=O.[Pd+2]. The product is [C:47]([O:51][C:52]([N:54]1[CH2:59][CH2:58][N:57]([C:60]2[C:65]([CH:66]3[CH2:68][CH2:67]3)=[C:64]([N:83]=[C:70]([C:71]3[CH:76]=[CH:75][CH:74]=[CH:73][CH:72]=3)[C:77]3[CH:82]=[CH:81][CH:80]=[CH:79][CH:78]=3)[N:63]=[CH:62][N:61]=2)[CH2:56][CH2:55]1)=[O:53])([CH3:50])([CH3:49])[CH3:48]. The yield is 0.890. (6) The reactants are [Cl:1][C:2]1[N:3]=[CH:4][N:5]([C:7]2[CH:12]=[CH:11][C:10]([N+:13]([O-])=O)=[CH:9][N:8]=2)[CH:6]=1.O.O.[Sn](Cl)Cl. The catalyst is CO. The product is [Cl:1][C:2]1[N:3]=[CH:4][N:5]([C:7]2[N:8]=[CH:9][C:10]([NH2:13])=[CH:11][CH:12]=2)[CH:6]=1. The yield is 0.650. (7) The reactants are [CH:1]([N:4]1[C:8]([C:9]2[CH:14]=[CH:13][N:12]=[C:11]([NH2:15])[N:10]=2)=[CH:7][N:6]=[C:5]1[CH3:16])([CH3:3])[CH3:2].I[C:18]1[CH:28]=[CH:27][C:21]([C:22]([O:24][CH2:25][CH3:26])=[O:23])=[CH:20][CH:19]=1.CC1(C)C2C(=C(P(C3C=CC=CC=3)C3C=CC=CC=3)C=CC=2)OC2C(P(C3C=CC=CC=3)C3C=CC=CC=3)=CC=CC1=2.C(=O)([O-])[O-].[Cs+].[Cs+]. The catalyst is O1CCOCC1.C([O-])(=O)C.[Pd+2].C([O-])(=O)C. The product is [CH:1]([N:4]1[C:8]([C:9]2[CH:14]=[CH:13][N:12]=[C:11]([NH:15][C:18]3[CH:28]=[CH:27][C:21]([C:22]([O:24][CH2:25][CH3:26])=[O:23])=[CH:20][CH:19]=3)[N:10]=2)=[CH:7][N:6]=[C:5]1[CH3:16])([CH3:3])[CH3:2]. The yield is 0.310.